Dataset: Full USPTO retrosynthesis dataset with 1.9M reactions from patents (1976-2016). Task: Predict the reactants needed to synthesize the given product. Given the product [OH:8][C:9]1[CH:28]=[CH:27][C:12]2[O:13][CH2:14][CH2:15][N:16]([C:17]3[CH:18]=[N:19][C:20]([O:25][CH3:26])=[C:21]([CH:24]=3)[C:22]#[N:23])[C:11]=2[CH:10]=1, predict the reactants needed to synthesize it. The reactants are: [Si]([O:8][C:9]1[CH:28]=[CH:27][C:12]2[O:13][CH2:14][CH2:15][N:16]([C:17]3[CH:18]=[N:19][C:20]([O:25][CH3:26])=[C:21]([CH:24]=3)[C:22]#[N:23])[C:11]=2[CH:10]=1)(C(C)(C)C)(C)C.CCCC[N+](CCCC)(CCCC)CCCC.[F-].CCOC(C)=O.C([O-])(O)=O.[Na+].